Dataset: Reaction yield outcomes from USPTO patents with 853,638 reactions. Task: Predict the reaction yield, written as a fraction of the theoretical maximum amount of product (1.0 means a 100% yield; for example, 0.34 means a 34% yield). (1) The reactants are FC(F)(F)C(O)=O.[CH3:8][C:9]1[CH:10]=[C:11]2[C:16](=[CH:17][CH:18]=1)[N:15]=[C:14]([NH2:19])[CH:13]=[N:12]2.C(N(CC)CC)C.[C:27](N1C=CC=CC1=O)(N1C=CC=CC1=O)=[S:28]. The catalyst is C(Cl)Cl. The product is [N:19]([C:14]1[CH:13]=[N:12][C:11]2[C:16](=[CH:17][CH:18]=[C:9]([CH3:8])[CH:10]=2)[N:15]=1)=[C:27]=[S:28]. The yield is 0.380. (2) The reactants are [OH:1][CH:2]1[CH2:11][C:10]2[C:9]([NH:12][C:13](=[O:22])[O:14][CH2:15][C:16]3[CH:21]=[CH:20][CH:19]=[CH:18][CH:17]=3)=[CH:8][CH:7]=[CH:6][C:5]=2[CH2:4][CH2:3]1.[CH3:23][O:24][C@H:25]([C:29]1[CH:34]=[CH:33][CH:32]=[CH:31][CH:30]=1)[C:26](O)=[O:27].C1(N=C=NC2CCCCC2)CCCCC1. The catalyst is CN(C)C1C=CN=CC=1.ClCCl. The product is [CH3:23][O:24][C@H:25]([C:29]1[CH:34]=[CH:33][CH:32]=[CH:31][CH:30]=1)[C:26]([O:1][CH:2]1[CH2:3][CH2:4][C:5]2[C:10](=[C:9]([NH:12][C:13]([O:14][CH2:15][C:16]3[CH:21]=[CH:20][CH:19]=[CH:18][CH:17]=3)=[O:22])[CH:8]=[CH:7][CH:6]=2)[CH2:11]1)=[O:27]. The yield is 0.890.